From a dataset of Full USPTO retrosynthesis dataset with 1.9M reactions from patents (1976-2016). Predict the reactants needed to synthesize the given product. (1) Given the product [N:18]([CH:2]1[C:11]2[N:10]=[C:9]([Cl:15])[CH:8]=[CH:7][C:6]=2[CH2:5][CH2:4][CH2:3]1)=[N+:19]=[N-:20], predict the reactants needed to synthesize it. The reactants are: Br[CH:2]1[C:11]2[NH:10][C:9](=O)[CH:8]=[CH:7][C:6]=2[CH2:5][CH2:4][CH2:3]1.O=P(Cl)(Cl)[Cl:15].[N-:18]=[N+:19]=[N-:20].[Na+]. (2) The reactants are: [O:1]1[CH:5]=[CH:4][CH:3]=[C:2]1[C:6](=O)[C:7]([C:9]1[CH:14]=[CH:13][CH:12]=[CH:11][CH:10]=1)=O.[NH2:16][C:17]1[CH:18]=[C:19]([CH:23]=[CH:24][C:25]=1[NH2:26])[C:20]([OH:22])=[O:21]. Given the product [O:1]1[CH:5]=[CH:4][CH:3]=[C:2]1[C:6]1[C:7]([C:9]2[CH:14]=[CH:13][CH:12]=[CH:11][CH:10]=2)=[N:16][C:17]2[C:25](=[CH:24][CH:23]=[C:19]([C:20]([OH:22])=[O:21])[CH:18]=2)[N:26]=1, predict the reactants needed to synthesize it. (3) Given the product [Br:1][C:2]1[CH:3]=[CH:4][C:5]([OH:11])=[C:6]([CH:10]=1)[C:7]([NH:12][C:13]1[S:14][CH:15]=[CH:16][N:17]=1)=[O:9], predict the reactants needed to synthesize it. The reactants are: [Br:1][C:2]1[CH:10]=[C:6]([C:7]([OH:9])=O)[C:5]([OH:11])=[CH:4][CH:3]=1.[NH2:12][C:13]1[S:14][CH:15]=[CH:16][N:17]=1.